This data is from Peptide-MHC class II binding affinity with 134,281 pairs from IEDB. The task is: Regression. Given a peptide amino acid sequence and an MHC pseudo amino acid sequence, predict their binding affinity value. This is MHC class II binding data. (1) The peptide sequence is WYFWQKKKQRSGVLW. The MHC is DRB1_1101 with pseudo-sequence DRB1_1101. The binding affinity (normalized) is 0.778. (2) The peptide sequence is ALREKVLGLPAIKAW. The MHC is DRB4_0101 with pseudo-sequence DRB4_0103. The binding affinity (normalized) is 0.496.